This data is from Catalyst prediction with 721,799 reactions and 888 catalyst types from USPTO. The task is: Predict which catalyst facilitates the given reaction. (1) Reactant: [Cl:1][C:2]1[C:7]([Cl:8])=[CH:6][CH:5]=[CH:4][C:3]=1[CH:9]1[CH:14]=[CH:13][N:12]([C:15]([O:17][CH2:18][C:19]2[CH:24]=[CH:23][CH:22]=[CH:21][CH:20]=2)=[O:16])[CH:11]=[CH:10]1. Product: [Cl:1][C:2]1[C:7]([Cl:8])=[CH:6][CH:5]=[CH:4][C:3]=1[CH:9]1[CH2:14][CH2:13][N:12]([C:15]([O:17][CH2:18][C:19]2[CH:20]=[CH:21][CH:22]=[CH:23][CH:24]=2)=[O:16])[CH2:11][CH2:10]1. The catalyst class is: 11. (2) Reactant: [C:1]([CH2:3]P(=O)(OCC)OCC)#[N:2].[H-].[Na+].[C:14]1([CH:26]2[CH2:31][CH2:30][C:29](=O)[CH2:28][CH2:27]2)[N:15]=[N:16][N:17]2[C:22]=1[C:21]1[CH:23]=[CH:24][NH:25][C:20]=1[N:19]=[CH:18]2.O. Product: [C:14]1([CH:26]2[CH2:31][CH2:30][C:29](=[CH:3][C:1]#[N:2])[CH2:28][CH2:27]2)[N:15]=[N:16][N:17]2[C:22]=1[C:21]1[CH:23]=[CH:24][NH:25][C:20]=1[N:19]=[CH:18]2. The catalyst class is: 7. (3) Reactant: [O:1]=[C:2]1[NH:6][C@H:5]([C:7]([O:9][CH3:10])=[O:8])[CH2:4][CH2:3]1.C([O-])([O-])=O.[Cs+].[Cs+].[CH:17]1[CH:22]=[CH:21][C:20]([CH2:23]Br)=[CH:19][CH:18]=1. The catalyst class is: 31. Product: [CH2:23]([N:6]1[C:2](=[O:1])[CH2:3][CH2:4][C@H:5]1[C:7]([O:9][CH3:10])=[O:8])[C:20]1[CH:21]=[CH:22][CH:17]=[CH:18][CH:19]=1.